This data is from Forward reaction prediction with 1.9M reactions from USPTO patents (1976-2016). The task is: Predict the product of the given reaction. (1) Given the reactants [S:1]1[CH:5]=[CH:4][CH:3]=[C:2]1[CH2:6][NH:7][C:8]([C:10]1[NH:11][C:12]2[C:17]([CH:18]=1)=[CH:16][C:15](Br)=[CH:14][C:13]=2[Cl:20])=[O:9].[NH:21]1[CH:25]=[CH:24][C:23](B(O)O)=[N:22]1.O1CCOCC1, predict the reaction product. The product is: [S:1]1[CH:5]=[CH:4][CH:3]=[C:2]1[CH2:6][NH:7][C:8]([C:10]1[NH:11][C:12]2[C:17]([CH:18]=1)=[CH:16][C:15]([C:24]1[CH:25]=[N:21][NH:22][CH:23]=1)=[CH:14][C:13]=2[Cl:20])=[O:9]. (2) Given the reactants [C:1]([O:5][C:6]([NH:8][C:9]1[CH:14]=[CH:13][CH:12]=[CH:11][C:10]=1[NH:15][C:16](=[O:33])[C:17]1[CH:22]=[CH:21][C:20]([C:23]2[C:28]([C:29]#[N:30])=[CH:27][C:26]([CH:31]=O)=[CH:25][N:24]=2)=[CH:19][CH:18]=1)=[O:7])([CH3:4])([CH3:3])[CH3:2].[CH2:34]([NH2:36])[CH3:35].[BH4-].[Na+].C(=O)(O)[O-].[Na+], predict the reaction product. The product is: [C:29]([C:28]1[C:23]([C:20]2[CH:19]=[CH:18][C:17]([C:16]([NH:15][C:10]3[CH:11]=[CH:12][CH:13]=[CH:14][C:9]=3[NH:8][C:6](=[O:7])[O:5][C:1]([CH3:2])([CH3:4])[CH3:3])=[O:33])=[CH:22][CH:21]=2)=[N:24][CH:25]=[C:26]([CH2:31][NH:36][CH2:34][CH3:35])[CH:27]=1)#[N:30]. (3) Given the reactants [N:1]1[C:6]2[CH2:7][NH:8][CH2:9][C:5]=2[C:4]([NH:10][C:11]2[CH:12]=[N:13][C:14]3[C:19]([CH:20]=2)=[CH:18][CH:17]=[CH:16][CH:15]=3)=[N:3][CH:2]=1.[CH3:21][O:22][C:23]1[CH:30]=[CH:29][CH:28]=[CH:27][C:24]=1[CH:25]=O.ClCCCl.CO.C(O[BH-](OC(=O)C)OC(=O)C)(=O)C.[Na+], predict the reaction product. The product is: [CH3:21][O:22][C:23]1[CH:30]=[CH:29][CH:28]=[CH:27][C:24]=1[CH2:25][N:8]1[CH2:9][C:5]2[C:4]([NH:10][C:11]3[CH:12]=[N:13][C:14]4[C:19]([CH:20]=3)=[CH:18][CH:17]=[CH:16][CH:15]=4)=[N:3][CH:2]=[N:1][C:6]=2[CH2:7]1. (4) Given the reactants [Cl:1][C:2]1[CH:7]=[C:6]([Cl:8])[CH:5]=[CH:4][C:3]=1[C@H:9]1[C:14]([C:15]([O:17][CH3:18])=[O:16])=[C:13]([CH3:19])[NH:12][C:11]([C:20]2[S:21][CH:22]=[CH:23][N:24]=2)=[N:10]1.C1C(=O)N([Br:32])C(=O)C1, predict the reaction product. The product is: [Br:32][CH2:19][C:13]1[NH:12][C:11]([C:20]2[S:21][CH:22]=[CH:23][N:24]=2)=[N:10][C@@H:9]([C:3]2[CH:4]=[CH:5][C:6]([Cl:8])=[CH:7][C:2]=2[Cl:1])[C:14]=1[C:15]([O:17][CH3:18])=[O:16]. (5) Given the reactants [CH2:1]([NH:8][C@@H:9]([CH3:12])[CH2:10][OH:11])[C:2]1[CH:7]=[CH:6][CH:5]=[CH:4][CH:3]=1.[CH2:13]([CH:15]1O[CH2:16]1)[Cl:14].FC(F)(F)S(O)(=O)=O, predict the reaction product. The product is: [Cl:14][CH2:13][C@H:15]1[O:11][CH2:10][C@H:9]([CH3:12])[N:8]([CH2:1][C:2]2[CH:7]=[CH:6][CH:5]=[CH:4][CH:3]=2)[CH2:16]1.